This data is from Forward reaction prediction with 1.9M reactions from USPTO patents (1976-2016). The task is: Predict the product of the given reaction. (1) Given the reactants [CH3:1][N:2]1[CH:6]=[C:5]([C:7]2[CH:8]=[C:9]([S:13]([N:16]3[CH:20]=[CH:19][C:18](/[CH:21]=[CH:22]/[C:23]([NH:25][O:26]C4CCCCO4)=[O:24])=[CH:17]3)(=[O:15])=[O:14])[CH:10]=[CH:11][CH:12]=2)[CH:4]=[N:3]1.Cl, predict the reaction product. The product is: [OH:26][NH:25][C:23](=[O:24])/[CH:22]=[CH:21]/[C:18]1[CH:19]=[CH:20][N:16]([S:13]([C:9]2[CH:10]=[CH:11][CH:12]=[C:7]([C:5]3[CH:4]=[N:3][N:2]([CH3:1])[CH:6]=3)[CH:8]=2)(=[O:15])=[O:14])[CH:17]=1. (2) Given the reactants [O:1]([C:9]1[CH:10]=[CH:11][C:12]2[CH2:13][C@H:14]3[N:26]([CH2:27][CH2:28][C:29]#[N:30])[CH2:25][CH2:24][C@:20]45[C:21]=2[C:22]=1[O:23][CH:19]4[CH:18]([O:31][Si:32]([C:35]([CH3:38])([CH3:37])[CH3:36])([CH3:34])[CH3:33])[CH:17]=[CH:16][C@@H:15]35)[Si:2]([C:5]([CH3:8])([CH3:7])[CH3:6])([CH3:4])[CH3:3].[H-].[Al+3].[Li+].[H-].[H-].[H-].[OH-].[Na+], predict the reaction product. The product is: [O:1]([C:9]1[CH:10]=[CH:11][C:12]2[CH2:13][C@H:14]3[N:26]([CH2:27][CH2:28][CH2:29][NH2:30])[CH2:25][CH2:24][C@:20]45[C:21]=2[C:22]=1[O:23][CH:19]4[CH:18]([O:31][Si:32]([C:35]([CH3:38])([CH3:37])[CH3:36])([CH3:33])[CH3:34])[CH:17]=[CH:16][C@@H:15]35)[Si:2]([C:5]([CH3:8])([CH3:7])[CH3:6])([CH3:4])[CH3:3]. (3) Given the reactants FC(F)(F)S(O[C:7]1[C:12]2[O:13][CH:14]([CH2:17][O:18][S:19]([C:22]3[CH:27]=[CH:26][C:25]([CH3:28])=[CH:24][CH:23]=3)(=[O:21])=[O:20])[CH2:15][O:16][C:11]=2[CH:10]=[CH:9][CH:8]=1)(=O)=O.[Cl:31][C:32]1[CH:37]=[CH:36][CH:35]=[CH:34][C:33]=1B(O)O, predict the reaction product. The product is: [Cl:31][C:32]1[CH:37]=[CH:36][CH:35]=[CH:34][C:33]=1[C:7]1[C:12]2[O:13][CH:14]([CH2:17][O:18][S:19]([C:22]3[CH:23]=[CH:24][C:25]([CH3:28])=[CH:26][CH:27]=3)(=[O:21])=[O:20])[CH2:15][O:16][C:11]=2[CH:10]=[CH:9][CH:8]=1. (4) The product is: [CH2:19]([N:8]([CH2:1][C:2]1[CH:3]=[CH:4][CH:5]=[CH:6][CH:7]=1)[C:9]1[CH:10]=[C:11]([C:16](=[O:18])/[CH:17]=[CH:26]/[N:27]([CH3:29])[CH3:28])[CH:12]=[C:13]([F:15])[CH:14]=1)[C:20]1[CH:25]=[CH:24][CH:23]=[CH:22][CH:21]=1. Given the reactants [CH2:1]([N:8]([CH2:19][C:20]1[CH:25]=[CH:24][CH:23]=[CH:22][CH:21]=1)[C:9]1[CH:10]=[C:11]([C:16](=[O:18])[CH3:17])[CH:12]=[C:13]([F:15])[CH:14]=1)[C:2]1[CH:7]=[CH:6][CH:5]=[CH:4][CH:3]=1.[CH3:26][N:27]([CH:29](OC)OC)[CH3:28], predict the reaction product. (5) Given the reactants [F:1][C:2]1[CH:7]=[CH:6][CH:5]=[CH:4][C:3]=1[CH:8]([C:12]([OH:14])=[O:13])[C:9]([OH:11])=[O:10].S(Cl)(Cl)=O.[N+:19]([C:22]1[CH:27]=[CH:26][C:25](O)=[CH:24][CH:23]=1)([O-:21])=[O:20], predict the reaction product. The product is: [F:1][C:2]1[CH:7]=[CH:6][CH:5]=[CH:4][C:3]=1[CH:8]([C:9]([O:11][C:25]1[CH:26]=[CH:27][C:22]([N+:19]([O-:21])=[O:20])=[CH:23][CH:24]=1)=[O:10])[C:12]([O:14][C:25]1[CH:26]=[CH:27][C:22]([N+:19]([O-:21])=[O:20])=[CH:23][CH:24]=1)=[O:13].